Predict the reactants needed to synthesize the given product. From a dataset of Full USPTO retrosynthesis dataset with 1.9M reactions from patents (1976-2016). Given the product [CH2:1]([O:3][C:4](=[O:30])[NH:5][C:6]1[CH:15]=[CH:14][C:13]2[CH:12]([NH:16][C:17]3[CH:22]=[CH:21][C:20]([C:23]([F:24])([F:25])[F:26])=[CH:19][CH:18]=3)[CH2:11][CH2:10][CH2:9][C:8]=2[C:7]=1[NH2:27])[CH3:2], predict the reactants needed to synthesize it. The reactants are: [CH2:1]([O:3][C:4](=[O:30])[NH:5][C:6]1[CH:15]=[CH:14][C:13]2[CH:12]([NH:16][C:17]3[CH:22]=[CH:21][C:20]([C:23]([F:26])([F:25])[F:24])=[CH:19][CH:18]=3)[CH2:11][CH2:10][CH2:9][C:8]=2[C:7]=1[N+:27]([O-])=O)[CH3:2].C(OC(=O)NC1C([N+]([O-])=O)=CC2C(NC3C=CC(C(F)(F)F)=CC=3)CCCC=2C=1)C.